This data is from Full USPTO retrosynthesis dataset with 1.9M reactions from patents (1976-2016). The task is: Predict the reactants needed to synthesize the given product. (1) Given the product [F:1][C:2]1[CH:7]=[C:6]([F:8])[CH:5]=[CH:4][C:3]=1[N:9]1[CH:13]=[CH:12][C:11]([NH:14][C:26](=[O:27])[CH2:25][C@H:23]2[CH2:22][CH2:21][N:20]3[C:16](=[O:15])[O:17][CH2:18][C@H:19]3[CH2:24]2)=[N:10]1, predict the reactants needed to synthesize it. The reactants are: [F:1][C:2]1[CH:7]=[C:6]([F:8])[CH:5]=[CH:4][C:3]=1[N:9]1[CH:13]=[CH:12][C:11]([NH2:14])=[N:10]1.[O:15]=[C:16]1[N:20]2[CH2:21][CH2:22][C@H:23]([CH2:25][C:26](O)=[O:27])[CH2:24][C@@H:19]2[CH2:18][O:17]1. (2) Given the product [Cl:34][C:35]1[N:36]=[C:37]([N:47]2[CH2:52][CH2:51][O:50][CH2:49][CH2:48]2)[C:38]2[CH2:45][O:46][C:41]3([CH2:43][CH2:42]3)[C:39]=2[N:40]=1, predict the reactants needed to synthesize it. The reactants are: CC(OC(/N=N/C(OC(C)C)=O)=O)C.C1C=CC(P(C2C=CC=CC=2)C2C=CC=CC=2)=CC=1.[Cl:34][C:35]1[N:40]=[C:39]([C:41]2(O)[CH2:43][CH2:42]2)[C:38]([CH2:45][OH:46])=[C:37]([N:47]2[CH2:52][CH2:51][O:50][CH2:49][CH2:48]2)[N:36]=1. (3) Given the product [CH3:1][O:2][C:3]([C:4]1[CH:9]=[CH:8][C:7]2[N:10]=[C:13]([CH3:14])[O:11][C:6]=2[CH:5]=1)=[O:12], predict the reactants needed to synthesize it. The reactants are: [CH3:1][O:2][C:3](=[O:12])[C:4]1[CH:9]=[CH:8][C:7]([NH2:10])=[C:6]([OH:11])[CH:5]=1.[C:13](Cl)(=O)[CH3:14].C1(C)C=CC(S([O-])(=O)=O)=CC=1.[NH+]1C=CC=CC=1.C(N(CC)CC)C.